Dataset: Reaction yield outcomes from USPTO patents with 853,638 reactions. Task: Predict the reaction yield, written as a fraction of the theoretical maximum amount of product (1.0 means a 100% yield; for example, 0.34 means a 34% yield). (1) The reactants are Br[C:2]1[CH:3]=[CH:4][C:5]([CH2:8][N:9]2[CH2:13][C:12](=[O:14])[N:11]([CH3:15])[C:10]2=[O:16])=[N:6][CH:7]=1.[CH:17]1([N:20]2[CH2:28][C:27]3[C:22](=[CH:23][CH:24]=[C:25](B4OC(C)(C)C(C)(C)O4)[CH:26]=3)[C:21]2=[O:38])[CH2:19][CH2:18]1.C1(P(C2CCCCC2)C2CCCCC2)CCCCC1.P([O-])([O-])([O-])=O.[K+].[K+].[K+]. The catalyst is O1CCOCC1.O. The product is [CH:17]1([N:20]2[CH2:28][C:27]3[C:22](=[CH:23][CH:24]=[C:25]([C:2]4[CH:3]=[CH:4][C:5]([CH2:8][N:9]5[CH2:13][C:12](=[O:14])[N:11]([CH3:15])[C:10]5=[O:16])=[N:6][CH:7]=4)[CH:26]=3)[C:21]2=[O:38])[CH2:19][CH2:18]1. The yield is 0.321. (2) The reactants are [NH2:1][C:2]1[CH:7]=[CH:6][C:5]([OH:8])=[CH:4][C:3]=1[F:9].CC(C)([O-])C.[K+].Cl[C:17]1[CH:22]=[CH:21][N:20]=[C:19]2[CH:23]=[C:24]([C:26]3[N:31]=[CH:30][C:29]([CH2:32][N:33]([CH2:41][CH2:42][O:43][CH3:44])[C:34](=[O:40])[O:35][C:36]([CH3:39])([CH3:38])[CH3:37])=[CH:28][CH:27]=3)[S:25][C:18]=12.Cl. The catalyst is CS(C)=O.O.C(Cl)Cl.CCOC(C)=O. The product is [NH2:1][C:2]1[CH:7]=[CH:6][C:5]([O:8][C:17]2[CH:22]=[CH:21][N:20]=[C:19]3[CH:23]=[C:24]([C:26]4[N:31]=[CH:30][C:29]([CH2:32][N:33]([CH2:41][CH2:42][O:43][CH3:44])[C:34](=[O:40])[O:35][C:36]([CH3:37])([CH3:38])[CH3:39])=[CH:28][CH:27]=4)[S:25][C:18]=23)=[CH:4][C:3]=1[F:9]. The yield is 0.320.